This data is from Full USPTO retrosynthesis dataset with 1.9M reactions from patents (1976-2016). The task is: Predict the reactants needed to synthesize the given product. (1) Given the product [CH2:1]([C:4]1([NH:19][C:27]([O:29][C:30]([CH3:33])([CH3:32])[CH3:31])=[O:28])[CH2:8][CH2:7][C@@H:6]([C:9]([O:11][CH2:12][C:13]2[CH:18]=[CH:17][CH:16]=[CH:15][CH:14]=2)=[O:10])[CH2:5]1)[CH:2]=[CH2:3], predict the reactants needed to synthesize it. The reactants are: [CH2:1]([C:4]1([NH2:19])[CH2:8][CH2:7][C@@H:6]([C:9]([O:11][CH2:12][C:13]2[CH:18]=[CH:17][CH:16]=[CH:15][CH:14]=2)=[O:10])[CH2:5]1)[CH:2]=[CH2:3].C(N(CC)CC)C.[C:27](O[C:27]([O:29][C:30]([CH3:33])([CH3:32])[CH3:31])=[O:28])([O:29][C:30]([CH3:33])([CH3:32])[CH3:31])=[O:28]. (2) The reactants are: [CH2:1]([C@H:3]([NH:10][C:11]([C:13]1[C:22]2[C:17](=[CH:18][CH:19]=[CH:20][CH:21]=2)[N:16]=[C:15]([C:23]2[CH:28]=[CH:27][CH:26]=[CH:25][CH:24]=2)[C:14]=1[O:29][CH2:30][CH2:31][NH2:32])=[O:12])[C:4]1[CH:9]=[CH:8][CH:7]=[CH:6][CH:5]=1)[CH3:2].C1C2C(COC([NH:50][CH2:51][C:52](Cl)=[O:53])=O)C3C(=CC=CC=3)C=2C=CC=1. Given the product [CH2:1]([C@H:3]([NH:10][C:11]([C:13]1[C:22]2[C:17](=[CH:18][CH:19]=[CH:20][CH:21]=2)[N:16]=[C:15]([C:23]2[CH:24]=[CH:25][CH:26]=[CH:27][CH:28]=2)[C:14]=1[O:29][CH2:30][CH2:31][NH:32][C:52](=[O:53])[CH2:51][NH2:50])=[O:12])[C:4]1[CH:9]=[CH:8][CH:7]=[CH:6][CH:5]=1)[CH3:2], predict the reactants needed to synthesize it.